This data is from Catalyst prediction with 721,799 reactions and 888 catalyst types from USPTO. The task is: Predict which catalyst facilitates the given reaction. Reactant: C([Zn][C:4]#[N:5])#N.Br[C:7]1[CH:8]=[C:9]([C@@H:13]([C:28]2([OH:33])[CH2:32][CH2:31][CH2:30][CH2:29]2)[NH:14][C:15]([C:17]2[C:22]([Cl:23])=[C:21]([C:24]([F:27])([F:26])[F:25])[CH:20]=[CH:19][N:18]=2)=[O:16])[CH:10]=[CH:11][CH:12]=1.O. Product: [Cl:23][C:22]1[C:17]([C:15]([NH:14][C@@H:13]([C:9]2[CH:10]=[CH:11][CH:12]=[C:7]([C:4]#[N:5])[CH:8]=2)[C:28]2([OH:33])[CH2:29][CH2:30][CH2:31][CH2:32]2)=[O:16])=[N:18][CH:19]=[CH:20][C:21]=1[C:24]([F:27])([F:25])[F:26]. The catalyst class is: 427.